This data is from Catalyst prediction with 721,799 reactions and 888 catalyst types from USPTO. The task is: Predict which catalyst facilitates the given reaction. (1) Reactant: Cl.[CH2:2]1[C:11]2[C:6](=[CH:7][CH:8]=[CH:9][CH:10]=2)[CH2:5][C@H:4]([C:12]([NH:14][C@H:15]([C:17]2[CH:26]=[CH:25][C:20]([C:21]([O:23][CH3:24])=[O:22])=[CH:19][CH:18]=2)[CH3:16])=[O:13])[NH:3]1.[F:27][C:28]1[CH:37]=[CH:36][C:31]([O:32][CH2:33][CH:34]=O)=[CH:30][CH:29]=1.C(O[BH-](OC(=O)C)OC(=O)C)(=O)C.[Na+]. Product: [F:27][C:28]1[CH:37]=[CH:36][C:31]([O:32][CH2:33][CH2:34][N:3]2[C@@H:4]([C:12]([NH:14][C@H:15]([C:17]3[CH:18]=[CH:19][C:20]([C:21]([O:23][CH3:24])=[O:22])=[CH:25][CH:26]=3)[CH3:16])=[O:13])[CH2:5][C:6]3[C:11](=[CH:10][CH:9]=[CH:8][CH:7]=3)[CH2:2]2)=[CH:30][CH:29]=1. The catalyst class is: 26. (2) Reactant: [Br:1][C:2]1[CH:11]=[CH:10][C:9]([F:12])=[C:8]2[C:3]=1[CH:4]=[C:5]([OH:13])[N:6]=[CH:7]2.C(N(CC)CC)C.[F:21][C:22]([F:35])([F:34])[S:23](O[S:23]([C:22]([F:35])([F:34])[F:21])(=[O:25])=[O:24])(=[O:25])=[O:24]. Product: [Br:1][C:2]1[CH:11]=[CH:10][C:9]([F:12])=[C:8]2[C:3]=1[CH:4]=[C:5]([O:13][S:23]([C:22]([F:35])([F:34])[F:21])(=[O:25])=[O:24])[N:6]=[CH:7]2. The catalyst class is: 2. (3) Reactant: [Cl:1][C:2]1[CH:7]=[CH:6][C:5]([C:8](=[CH2:13])[C:9]([O:11][CH3:12])=[O:10])=[CH:4][C:3]=1[F:14].[N+:15]([CH:18]([CH3:20])[CH3:19])([O-:17])=[O:16].C1CCN2C(=NCCC2)CC1.Cl. Product: [Cl:1][C:2]1[CH:7]=[CH:6][C:5]([CH:8]([CH2:13][C:18]([CH3:20])([N+:15]([O-:17])=[O:16])[CH3:19])[C:9]([O:11][CH3:12])=[O:10])=[CH:4][C:3]=1[F:14]. The catalyst class is: 23. (4) Reactant: C(OC([N:8]1[CH2:12][CH2:11][CH2:10][C@@H:9]1[CH2:13][O:14][C:15]1[CH:20]=[CH:19][C:18]([O:21][C:22]2[CH:27]=[CH:26][C:25]([O:28][C:29]([F:32])([F:31])[F:30])=[CH:24][CH:23]=2)=[CH:17][CH:16]=1)=O)(C)(C)C.[ClH:33]. Product: [ClH:33].[F:31][C:29]([F:30])([F:32])[O:28][C:25]1[CH:26]=[CH:27][C:22]([O:21][C:18]2[CH:19]=[CH:20][C:15]([O:14][CH2:13][C@H:9]3[CH2:10][CH2:11][CH2:12][NH:8]3)=[CH:16][CH:17]=2)=[CH:23][CH:24]=1. The catalyst class is: 12. (5) Reactant: [Br:1][C:2]1[C:7]([F:8])=[C:6]([CH:9](O)[CH2:10][N+:11]([O-:13])=[O:12])[CH:5]=[CH:4][N:3]=1.C(OC(=O)C)(=O)C. Product: [Br:1][C:2]1[C:7]([F:8])=[C:6](/[CH:9]=[CH:10]/[N+:11]([O-:13])=[O:12])[CH:5]=[CH:4][N:3]=1. The catalyst class is: 16.